Dataset: NCI-60 drug combinations with 297,098 pairs across 59 cell lines. Task: Regression. Given two drug SMILES strings and cell line genomic features, predict the synergy score measuring deviation from expected non-interaction effect. (1) Drug 1: CC1C(C(CC(O1)OC2CC(CC3=C2C(=C4C(=C3O)C(=O)C5=C(C4=O)C(=CC=C5)OC)O)(C(=O)C)O)N)O.Cl. Drug 2: CC1CCC2CC(C(=CC=CC=CC(CC(C(=O)C(C(C(=CC(C(=O)CC(OC(=O)C3CCCCN3C(=O)C(=O)C1(O2)O)C(C)CC4CCC(C(C4)OC)O)C)C)O)OC)C)C)C)OC. Cell line: HCC-2998. Synergy scores: CSS=24.9, Synergy_ZIP=-9.89, Synergy_Bliss=-5.56, Synergy_Loewe=-4.62, Synergy_HSA=-3.33. (2) Drug 1: C1=CC(=C2C(=C1NCCNCCO)C(=O)C3=C(C=CC(=C3C2=O)O)O)NCCNCCO. Drug 2: CC1=C(C(CCC1)(C)C)C=CC(=CC=CC(=CC(=O)O)C)C. Cell line: BT-549. Synergy scores: CSS=13.8, Synergy_ZIP=-1.29, Synergy_Bliss=-6.13, Synergy_Loewe=-33.2, Synergy_HSA=-9.36. (3) Drug 1: CC(C1=C(C=CC(=C1Cl)F)Cl)OC2=C(N=CC(=C2)C3=CN(N=C3)C4CCNCC4)N. Drug 2: C1=CC(=CC=C1CC(C(=O)O)N)N(CCCl)CCCl.Cl. Cell line: LOX IMVI. Synergy scores: CSS=18.4, Synergy_ZIP=-8.18, Synergy_Bliss=-0.651, Synergy_Loewe=-0.850, Synergy_HSA=1.05. (4) Drug 1: CCC1(CC2CC(C3=C(CCN(C2)C1)C4=CC=CC=C4N3)(C5=C(C=C6C(=C5)C78CCN9C7C(C=CC9)(C(C(C8N6C=O)(C(=O)OC)O)OC(=O)C)CC)OC)C(=O)OC)O.OS(=O)(=O)O. Drug 2: C1=CC=C(C=C1)NC(=O)CCCCCCC(=O)NO. Cell line: HCT116. Synergy scores: CSS=26.7, Synergy_ZIP=-2.11, Synergy_Bliss=2.25, Synergy_Loewe=-7.04, Synergy_HSA=-0.517. (5) Drug 1: CC1C(C(CC(O1)OC2CC(CC3=C2C(=C4C(=C3O)C(=O)C5=C(C4=O)C(=CC=C5)OC)O)(C(=O)C)O)N)O.Cl. Drug 2: CC(C1=C(C=CC(=C1Cl)F)Cl)OC2=C(N=CC(=C2)C3=CN(N=C3)C4CCNCC4)N. Cell line: NCIH23. Synergy scores: CSS=34.7, Synergy_ZIP=-4.73, Synergy_Bliss=-0.526, Synergy_Loewe=-7.97, Synergy_HSA=0.938. (6) Drug 1: C1CCN(CC1)CCOC2=CC=C(C=C2)C(=O)C3=C(SC4=C3C=CC(=C4)O)C5=CC=C(C=C5)O. Drug 2: C1=C(C(=O)NC(=O)N1)N(CCCl)CCCl. Cell line: KM12. Synergy scores: CSS=10.4, Synergy_ZIP=-4.06, Synergy_Bliss=0.110, Synergy_Loewe=-5.51, Synergy_HSA=-3.61. (7) Synergy scores: CSS=23.1, Synergy_ZIP=0.786, Synergy_Bliss=2.02, Synergy_Loewe=-2.16, Synergy_HSA=3.19. Drug 1: C1=CC(=CC=C1CCCC(=O)O)N(CCCl)CCCl. Cell line: SF-295. Drug 2: C(CCl)NC(=O)N(CCCl)N=O. (8) Drug 1: CCCCC(=O)OCC(=O)C1(CC(C2=C(C1)C(=C3C(=C2O)C(=O)C4=C(C3=O)C=CC=C4OC)O)OC5CC(C(C(O5)C)O)NC(=O)C(F)(F)F)O. Drug 2: CN(C(=O)NC(C=O)C(C(C(CO)O)O)O)N=O. Cell line: MCF7. Synergy scores: CSS=22.2, Synergy_ZIP=2.75, Synergy_Bliss=1.14, Synergy_Loewe=-20.8, Synergy_HSA=1.48. (9) Cell line: SF-295. Drug 1: CN(C)N=NC1=C(NC=N1)C(=O)N. Synergy scores: CSS=3.34, Synergy_ZIP=-6.23, Synergy_Bliss=-13.7, Synergy_Loewe=-12.0, Synergy_HSA=-11.8. Drug 2: C(CC(=O)O)C(=O)CN.Cl. (10) Drug 1: C1=CC(=CC=C1C#N)C(C2=CC=C(C=C2)C#N)N3C=NC=N3. Drug 2: CC12CCC3C(C1CCC2O)C(CC4=C3C=CC(=C4)O)CCCCCCCCCS(=O)CCCC(C(F)(F)F)(F)F. Cell line: PC-3. Synergy scores: CSS=1.75, Synergy_ZIP=-2.09, Synergy_Bliss=-3.43, Synergy_Loewe=0.594, Synergy_HSA=-1.48.